This data is from Reaction yield outcomes from USPTO patents with 853,638 reactions. The task is: Predict the reaction yield, written as a fraction of the theoretical maximum amount of product (1.0 means a 100% yield; for example, 0.34 means a 34% yield). The reactants are C[O:2][C:3](=[O:17])[C@@H:4]1[CH2:8][CH:7]([OH:9])[CH2:6][N:5]1[C:10]([O:12][C:13]([CH3:16])(C)C)=[O:11].[H-].[Na+].[CH3:20]I.[OH-].[Li+].ClC(OCC1[C:41]2[CH:40]=[CH:39][CH:38]=[CH:37][C:36]=2[C:35]2[C:30]1=[CH:31][CH:32]=[CH:33][CH:34]=2)=O. The catalyst is C1COCC1.CO.O.O1CCOCC1. The product is [C:10]([N:5]1[CH2:6][CH:7]([O:9][CH3:20])[CH2:8][C@H:4]1[C:3]([OH:2])=[O:17])([O:12][CH2:13][CH:16]1[C:34]2[C:35](=[CH:30][CH:31]=[CH:32][CH:33]=2)[C:36]2[C:37]1=[CH:38][CH:39]=[CH:40][CH:41]=2)=[O:11]. The yield is 0.550.